This data is from Experimentally validated miRNA-target interactions with 360,000+ pairs, plus equal number of negative samples. The task is: Binary Classification. Given a miRNA mature sequence and a target amino acid sequence, predict their likelihood of interaction. (1) The miRNA is mmu-miR-466a-5p with sequence UAUGUGUGUGUACAUGUACAUA. The protein sequence of the target gene is MDREDLWHSALGAVWDPTCWLKGQQERYLGQVTVAQKEIYNEKSVCGGNTTENSSTEGSMLNTPQSIPVTPCNWNSYRKDSKQNSELMKTSRMFVQKKVYGCDECGKTFRQSSSLLKHQRIHTGEKPYTCNVCDKHFIERSSLTVHQRTHTGEKPYKCHECGKAFSQSMNLTVHQRTHTGEKPYQCKECGKAFRKNSSLIQHERIHTGEKPYKCHDCGKAFTQSMNLTVHQRTHTGEKPYECNQCGKAFSQSMHLIVHQRSHTGEKPYECSECGKAFSKSSTLTLHQRNHTGEKPYKCNK.... Result: 0 (no interaction). (2) The miRNA is rno-miR-376b-5p with sequence GUGGAUAUUCCUUCUAUGGUUA. The protein sequence of the target gene is MKDEVALLAAVTLLGVLLQAYFSLQVISARRAFRVSPPLTTGPPEFERVYRAQVNCSEYFPLFLATLWVAGIFFHEGAAALCGLVYLFARLRYFQGYARSAQLRLAPLYASARALWLLVALAALGLLAHFLPAALRAALLGRLRTLLPWA. Result: 0 (no interaction). (3) The miRNA is mmu-miR-3093-5p with sequence CGCACCCCGCGGAGCUCACACU. The protein sequence of the target gene is MMCKAQEWLRVTALLFVARAVPAMVVPNATLLEKLLEKYMDEDGEWWTAKQRGKRAITDNDMQSILDLHNKLRSQVYPTASNMEYMTWDVELERSAESWAEMCLWEHGPASLLPSIGQNLGAHWGRYRPPTFHVQAWYDEVRDFSYPYENECDPYCPFRCSGPVCTHYTQVVWATSSRIGCAVNLCHNMNIWGQIWPKAVYLVCNYSPKGNWWGHAPYKHGRPCSACPPSFGGGCRENLCYKEGSDRYYTPREEETNEIERQQSQVHDTHVRTRSDDSDRNDVISTQQMSQIVSCEVRLR.... Result: 0 (no interaction). (4) The miRNA is hsa-miR-16-5p with sequence UAGCAGCACGUAAAUAUUGGCG. The protein sequence of the target gene is MEREPGAAGVRRALGRRLEAVLASRSEANAVFDILAVLQSEDQEEIQEAVRTCSRLFGALLERGELFVGQLPSEEMVMTGSQGATRKYKVWMRHRYHSCCNRLGELLGHPSFQVKELALSALLKFVQLEGAHPLEKSKWEGNYLFPRELFKLVVGGLLSPEEDQSLLLSQFREYLDYDDTRYHTMQAAVDAVARVTGQHPEVPPAFWNNAFTLLSAVSLPRREPTVSSFYVKRAELWDTWKVAHLKEHRRVFQAMWLSFLKHKLPLSLYKKVLLIVHDAILPQLAQPTLMIDFLTRACDL.... Result: 1 (interaction). (5) The protein sequence of the target gene is MVEEVQKHSVHTLVFRSLKRTHDMFVADNGKPVPLDEESHKRKMAIKLRNEYGPVLHMPTSKENLKEKGPQNATDSYVHKQYPANQGQEVEYFVAGTHPYPPGPGVALTADTKIQRMPSESAAQSLAVALPLQTKADANRTAPSGSEYRHPGASDRPQPTAMNSIVMETGNTKNSALMAKKAPTMPKPQWHPPWKLYRVISGHLGWVRCIAVEPGNQWFVTGSADRTIKIWDLASGKLKLSLTGHISTVRGVIVSTRSPYLFSCGEDKQVKCWDLEYNKVIRHYHGHLSAVYGLDLHPTI.... Result: 1 (interaction). The miRNA is hsa-miR-3609 with sequence CAAAGUGAUGAGUAAUACUGGCUG. (6) The miRNA is hsa-miR-6783-3p with sequence UUCCUGGGCUUCUCCUCUGUAG. The protein sequence of the target gene is MELVGFLCVAVAVLTWGFLRVWNSAERMRSPEQAGLPGAGSRALVVIAHPDDEAMFFAPTMLGLARLEQQVSLLCFSSGNYYNQGEIRKKELLQSCAVLGIPPSRVMIIDKRDFPDDPEVQWDTELVASTLLQHIHANGTDLVVTFDAEGVSGHSNHIALYKAVRALHSGGKLPKGCSVLTLQSVNALRKYAFLLDLPWTLLSPQDVLFVLTSKEVAQAKKAMSCHRSQLLWFRYLYVLFSRYMRINSLRFL. Result: 0 (no interaction).